This data is from Full USPTO retrosynthesis dataset with 1.9M reactions from patents (1976-2016). The task is: Predict the reactants needed to synthesize the given product. (1) Given the product [F:1][C:2]([F:20])([F:21])[C:3]([N:5]([CH2:25][CH2:26][CH2:27][CH2:28][CH3:29])[C:6]1[CH:15]=[CH:14][C:13]2[C:12]([CH3:16])([CH3:17])[CH2:11][CH2:10][C:9]([CH3:19])([CH3:18])[C:8]=2[CH:7]=1)=[O:4], predict the reactants needed to synthesize it. The reactants are: [F:1][C:2]([F:21])([F:20])[C:3]([NH:5][C:6]1[CH:15]=[CH:14][C:13]2[C:12]([CH3:17])([CH3:16])[CH2:11][CH2:10][C:9]([CH3:19])([CH3:18])[C:8]=2[CH:7]=1)=[O:4].[OH-].[K+].I[CH2:25][CH2:26][CH2:27][CH2:28][CH3:29]. (2) Given the product [CH:28]12[CH2:34][CH:31]([N:32]([C:16]3[CH:15]=[C:14]([C@@H:12]([NH:11][C:9](=[O:10])[CH:8]=[CH:7][C:1]4[CH:6]=[CH:5][CH:4]=[CH:3][CH:2]=4)[CH3:13])[CH:19]=[CH:18][CH:17]=3)[CH2:33]1)[CH2:30][O:29]2, predict the reactants needed to synthesize it. The reactants are: [C:1]1([CH:7]=[CH:8][C:9]([NH:11][C@H:12]([C:14]2[CH:15]=[C:16](OS(C(F)(F)F)(=O)=O)[CH:17]=[CH:18][CH:19]=2)[CH3:13])=[O:10])[CH:6]=[CH:5][CH:4]=[CH:3][CH:2]=1.[CH:28]12[CH2:34][CH:31]([NH:32][CH2:33]1)[CH2:30][O:29]2.C(=O)([O-])[O-].[K+].[K+].C(N(CC)CC)C. (3) Given the product [Cl:1][C:2]1[CH:7]=[C:6]([NH2:8])[CH:5]=[CH:4][C:3]=1[O:11][CH2:12][C:13]1[CH:18]=[CH:17][CH:16]=[C:15]([F:19])[CH:14]=1, predict the reactants needed to synthesize it. The reactants are: [Cl:1][C:2]1[CH:7]=[C:6]([N+:8]([O-])=O)[CH:5]=[CH:4][C:3]=1[O:11][C:12](=O)[C:13]1[CH:18]=[CH:17][CH:16]=[C:15]([F:19])[CH:14]=1.CCOC(C)=O. (4) Given the product [CH3:1][NH:2][C:3]([N:5]1[C:13]2[C:8](=[CH:9][C:10]([NH:14][C:24]3[CH:29]=[CH:28][N:27]=[C:26]4[CH:30]=[C:31]([C:33]5[N:34]([CH3:38])[CH:35]=[CH:36][N:37]=5)[S:32][C:25]=34)=[CH:11][CH:12]=2)[CH:7]=[C:6]1[CH3:15])=[O:4], predict the reactants needed to synthesize it. The reactants are: [CH3:1][NH:2][C:3]([N:5]1[C:13]2[C:8](=[CH:9][C:10]([NH2:14])=[CH:11][CH:12]=2)[CH:7]=[C:6]1[CH3:15])=[O:4].Cl.O1CCOCC1.Cl[C:24]1[CH:29]=[CH:28][N:27]=[C:26]2[CH:30]=[C:31]([C:33]3[N:34]([CH3:38])[CH:35]=[CH:36][N:37]=3)[S:32][C:25]=12.C([O-])(O)=O.[Na+]. (5) Given the product [CH3:1][O:2][C:3](=[O:22])[C:4]1[CH:9]=[CH:8][C:7]([CH:23]2[CH2:26][CH2:25][CH2:24]2)=[C:6]([C:18]([F:21])([F:20])[F:19])[CH:5]=1, predict the reactants needed to synthesize it. The reactants are: [CH3:1][O:2][C:3](=[O:22])[C:4]1[CH:9]=[CH:8][C:7](OS(C(F)(F)F)(=O)=O)=[C:6]([C:18]([F:21])([F:20])[F:19])[CH:5]=1.[CH:23]1(B(O)O)[CH2:26][CH2:25][CH2:24]1.C(=O)([O-])[O-].[Cs+].[Cs+].C(=O)(O)[O-].[Na+]. (6) Given the product [NH2:1][C:2]1[CH:7]=[C:6]([C:8]2[CH:38]=[CH:37][C:11]3[N:12]([C:15]4[S:19][C:18]([C:20]([NH2:39])=[O:22])=[C:17]([O:24][C@@H:25]([C:27]5[CH:32]=[CH:31][CH:30]=[CH:29][C:28]=5[C:33]([F:34])([F:35])[F:36])[CH3:26])[CH:16]=4)[CH:13]=[N:14][C:10]=3[CH:9]=2)[CH:5]=[CH:4][N:3]=1, predict the reactants needed to synthesize it. The reactants are: [NH2:1][C:2]1[CH:7]=[C:6]([C:8]2[CH:38]=[CH:37][C:11]3[N:12]([C:15]4[S:19][C:18]([C:20]([O:22]C)=O)=[C:17]([O:24][C@@H:25]([C:27]5[CH:32]=[CH:31][CH:30]=[CH:29][C:28]=5[C:33]([F:36])([F:35])[F:34])[CH3:26])[CH:16]=4)[CH:13]=[N:14][C:10]=3[CH:9]=2)[CH:5]=[CH:4][N:3]=1.[NH3:39]. (7) Given the product [C:1]([C:3]1[C:4]([N:15]2[CH2:16][CH:17]([C:19]([NH:44][S:41]([CH:39]([C:33]3[CH:38]=[CH:37][CH:36]=[CH:35][CH:34]=3)[CH3:40])(=[O:42])=[O:43])=[O:21])[CH2:18]2)=[N:5][C:6]([CH3:14])=[C:7]([CH:8]=1)[C:9]([O:11][CH2:12][CH3:13])=[O:10])#[N:2], predict the reactants needed to synthesize it. The reactants are: [C:1]([C:3]1[C:4]([N:15]2[CH2:18][CH:17]([C:19]([OH:21])=O)[CH2:16]2)=[N:5][C:6]([CH3:14])=[C:7]([C:9]([O:11][CH2:12][CH3:13])=[O:10])[CH:8]=1)#[N:2].CCN=C=NCCCN(C)C.[C:33]1([CH:39]([S:41]([NH2:44])(=[O:43])=[O:42])[CH3:40])[CH:38]=[CH:37][CH:36]=[CH:35][CH:34]=1.CCN(C(C)C)C(C)C. (8) Given the product [Br:1][C:2]1[CH:3]=[C:4]([F:12])[C:5]2[O:9][C:8](=[O:10])[N:7]([CH3:15])[C:6]=2[CH:11]=1, predict the reactants needed to synthesize it. The reactants are: [Br:1][C:2]1[CH:3]=[C:4]([F:12])[C:5]2[O:9][C:8](=[O:10])[NH:7][C:6]=2[CH:11]=1.[H-].[Na+].[CH3:15]I.